This data is from Peptide-MHC class I binding affinity with 185,985 pairs from IEDB/IMGT. The task is: Regression. Given a peptide amino acid sequence and an MHC pseudo amino acid sequence, predict their binding affinity value. This is MHC class I binding data. (1) The peptide sequence is KIRNRIERL. The MHC is BoLA-HD6 with pseudo-sequence BoLA-HD6. The binding affinity (normalized) is 0.614. (2) The peptide sequence is FFNKTLILL. The MHC is HLA-A24:02 with pseudo-sequence HLA-A24:02. The binding affinity (normalized) is 0.0696. (3) The peptide sequence is KSSPETQQM. The MHC is HLA-B15:01 with pseudo-sequence HLA-B15:01. The binding affinity (normalized) is 0.684. (4) The peptide sequence is VFSAVGNICY. The MHC is HLA-A23:01 with pseudo-sequence HLA-A23:01. The binding affinity (normalized) is 0.109. (5) The peptide sequence is CTLEGVWAPF. The MHC is HLA-A01:01 with pseudo-sequence HLA-A01:01. The binding affinity (normalized) is 0.343. (6) The peptide sequence is MTYLDGHPV. The MHC is HLA-A80:01 with pseudo-sequence HLA-A80:01. The binding affinity (normalized) is 0.0847. (7) The peptide sequence is FDLFGITLY. The MHC is HLA-A68:02 with pseudo-sequence HLA-A68:02. The binding affinity (normalized) is 0.0847. (8) The peptide sequence is TSAPDTRPA. The MHC is HLA-A02:02 with pseudo-sequence HLA-A02:02. The binding affinity (normalized) is 0.